Dataset: Catalyst prediction with 721,799 reactions and 888 catalyst types from USPTO. Task: Predict which catalyst facilitates the given reaction. Reactant: [CH2:1]([CH:3]([CH2:19][CH3:20])[CH2:4][NH:5][CH:6]1[CH2:11][CH2:10][N:9](C([O:14][C:15]([CH3:18])(C)C)=O)[CH2:8][CH2:7]1)[CH3:2].[Cl:21][C:22]1[CH:29]=[CH:28][CH:27]=[C:26]([F:30])[C:23]=1[CH:24]=[O:25].CO.[C:33]([O:36]CC)(=[O:35])[CH3:34]. Product: [C:15]([OH:14])(=[O:25])/[CH:18]=[CH:34]/[C:33]([OH:36])=[O:35].[CH2:19]([CH:3]([CH2:1][CH3:2])[CH2:4][N:5]([CH2:24][C:23]1[C:26]([F:30])=[CH:27][CH:28]=[CH:29][C:22]=1[Cl:21])[CH:6]1[CH2:7][CH2:8][NH:9][CH2:10][CH2:11]1)[CH3:20]. The catalyst class is: 244.